Dataset: Catalyst prediction with 721,799 reactions and 888 catalyst types from USPTO. Task: Predict which catalyst facilitates the given reaction. (1) Reactant: I[C:2]1[NH:6][C:5]([CH:7]2[CH2:12][CH2:11][O:10][CH2:9][CH2:8]2)=[N:4][CH:3]=1.[CH3:13][C:14]1[CH:23]=[CH:22][C:17]([C:18]([O:20][CH3:21])=[O:19])=[CH:16][C:15]=1B1OC(C)(C)C(C)(C)O1.C(=O)([O-])[O-].[K+].[K+].O. Product: [CH3:13][C:14]1[CH:23]=[CH:22][C:17]([C:18]([O:20][CH3:21])=[O:19])=[CH:16][C:15]=1[C:2]1[NH:6][C:5]([CH:7]2[CH2:12][CH2:11][O:10][CH2:9][CH2:8]2)=[N:4][CH:3]=1. The catalyst class is: 800. (2) Reactant: Cl[C:2]1[C:7]([Cl:8])=[N:6][CH:5]=[CH:4][N:3]=1.[CH2:9]([N:16]1[CH2:21][CH2:20][NH:19][CH:18]([CH2:22][CH3:23])[CH2:17]1)[C:10]1[CH:15]=[CH:14][CH:13]=[CH:12][CH:11]=1.C([O-])([O-])=O.[K+].[K+]. Product: [CH2:9]([N:16]1[CH2:21][CH2:20][N:19]([C:2]2[C:7]([Cl:8])=[N:6][CH:5]=[CH:4][N:3]=2)[CH:18]([CH2:22][CH3:23])[CH2:17]1)[C:10]1[CH:11]=[CH:12][CH:13]=[CH:14][CH:15]=1. The catalyst class is: 3.